Dataset: Human liver microsome stability data. Task: Regression/Classification. Given a drug SMILES string, predict its absorption, distribution, metabolism, or excretion properties. Task type varies by dataset: regression for continuous measurements (e.g., permeability, clearance, half-life) or binary classification for categorical outcomes (e.g., BBB penetration, CYP inhibition). Dataset: hlm. (1) The drug is Oc1cccc2c1CNC(CN1CCC3(CCc4ccccc43)CC1)C2. The result is 1 (stable in human liver microsomes). (2) The molecule is COCCN1CCC(c2[nH]nc(-c3ccc(Cl)cc3)c2-c2ccncc2)CC1. The result is 1 (stable in human liver microsomes). (3) The molecule is CC(C)(C)Cn1ccnc1N=C(Nc1ccc(Cl)c(Cl)c1)NC(C)(C)C. The result is 1 (stable in human liver microsomes). (4) The molecule is N#C[C@@H]1CCCN1C(=O)c1cccc2c1C(=O)N(Cc1ccccc1)C2. The result is 0 (unstable in human liver microsomes). (5) The drug is N#Cc1ccc([C@H]2NC(=O)N(c3cccc(C(F)(F)F)c3)C3=C2C(=O)CC3)cc1. The result is 0 (unstable in human liver microsomes). (6) The compound is CN(C)c1nc([C@@H]2CNC[C@H]2c2ccccc2)nc2ccc(-c3cn[nH]c3)cc12. The result is 0 (unstable in human liver microsomes). (7) The molecule is O=S(=O)(Nc1cccc(CO)c1Cl)c1ccc(-c2ccc(Br)cc2)cc1. The result is 0 (unstable in human liver microsomes). (8) The compound is CC(C)(F)CCn1nc(-c2cccs2)c(O)c(C2=NS(=O)(=O)c3cc(OCC(N)=O)ccc3N2)c1=O. The result is 0 (unstable in human liver microsomes). (9) The result is 0 (unstable in human liver microsomes). The compound is CCON=C(N)c1ccc(-c2ccc(-c3ccc(C(N)=NOCC)cc3)o2)cc1. (10) The molecule is C=C(C)[C@@H]1CC[C@]2(NC(=O)C(C)N3CCS(=O)(=O)CC3)CC[C@]3(C)[C@H](CC[C@@H]4[C@@]5(C)CC=C(c6ccc(C(=O)O)cc6)C(C)(C)[C@@H]5CC[C@]43C)[C@@H]12. The result is 0 (unstable in human liver microsomes).